This data is from Acute oral toxicity (LD50) regression data from Zhu et al.. The task is: Regression/Classification. Given a drug SMILES string, predict its toxicity properties. Task type varies by dataset: regression for continuous values (e.g., LD50, hERG inhibition percentage) or binary classification for toxic/non-toxic outcomes (e.g., AMES mutagenicity, cardiotoxicity, hepatotoxicity). Dataset: ld50_zhu. (1) The drug is CCc1cc(C(N)=S)ccn1. The rat oral LD50 is 2.10, given as -log10 of the dose in mol/kg body weight (higher means more acutely toxic). (2) The compound is CCC1(CC)Oc2cccc(OC(=O)NC)c2O1. The rat oral LD50 is 3.74, given as -log10 of the dose in mol/kg body weight (higher means more acutely toxic).